The task is: Regression. Given two drug SMILES strings and cell line genomic features, predict the synergy score measuring deviation from expected non-interaction effect.. This data is from NCI-60 drug combinations with 297,098 pairs across 59 cell lines. (1) Drug 1: CC(C)(C#N)C1=CC(=CC(=C1)CN2C=NC=N2)C(C)(C)C#N. Drug 2: C1=CC=C(C=C1)NC(=O)CCCCCCC(=O)NO. Cell line: BT-549. Synergy scores: CSS=8.46, Synergy_ZIP=-2.76, Synergy_Bliss=-2.52, Synergy_Loewe=-1.26, Synergy_HSA=-1.09. (2) Cell line: RXF 393. Synergy scores: CSS=-1.90, Synergy_ZIP=1.64, Synergy_Bliss=1.08, Synergy_Loewe=-4.91, Synergy_HSA=-5.74. Drug 1: COC1=C2C(=CC3=C1OC=C3)C=CC(=O)O2. Drug 2: C(CN)CNCCSP(=O)(O)O. (3) Drug 1: CC1CCC2CC(C(=CC=CC=CC(CC(C(=O)C(C(C(=CC(C(=O)CC(OC(=O)C3CCCCN3C(=O)C(=O)C1(O2)O)C(C)CC4CCC(C(C4)OC)O)C)C)O)OC)C)C)C)OC. Drug 2: CC(C)CN1C=NC2=C1C3=CC=CC=C3N=C2N. Cell line: KM12. Synergy scores: CSS=23.3, Synergy_ZIP=-6.20, Synergy_Bliss=-7.52, Synergy_Loewe=-9.09, Synergy_HSA=-4.78.